Task: Regression/Classification. Given a drug SMILES string, predict its absorption, distribution, metabolism, or excretion properties. Task type varies by dataset: regression for continuous measurements (e.g., permeability, clearance, half-life) or binary classification for categorical outcomes (e.g., BBB penetration, CYP inhibition). Dataset: cyp3a4_veith.. Dataset: CYP3A4 inhibition data for predicting drug metabolism from PubChem BioAssay (1) The drug is C/C=C1\C[C@H](C)[C@@](O)(CO)C(=O)OCC2=CCN3CC[C@@H](OC1=O)[C@@H]23. The result is 0 (non-inhibitor). (2) The drug is N[C@@H](CCP(=O)(O)O)C(=O)O. The result is 0 (non-inhibitor).